From a dataset of Catalyst prediction with 721,799 reactions and 888 catalyst types from USPTO. Predict which catalyst facilitates the given reaction. (1) Reactant: [Br:1][C:2]1[N:7]=[C:6]([NH:8][CH2:9][C:10]2[C:15]([CH3:16])=[CH:14][CH:13]=[CH:12][C:11]=2[CH2:17][CH3:18])[C:5]2[N:19]=[C:20]([CH3:22])[NH:21][C:4]=2[CH:3]=1.[H-].[Na+].Cl[CH2:26][O:27][CH2:28][C:29]1[CH:34]=[CH:33][CH:32]=[CH:31][CH:30]=1.C(=O)(O)[O-].[Na+]. Product: [CH2:28]([O:27][CH2:26][N:21]1[C:4]2[CH:3]=[C:2]([Br:1])[N:7]=[C:6]([NH:8][CH2:9][C:10]3[C:15]([CH3:16])=[CH:14][CH:13]=[CH:12][C:11]=3[CH2:17][CH3:18])[C:5]=2[N:19]=[C:20]1[CH3:22])[C:29]1[CH:34]=[CH:33][CH:32]=[CH:31][CH:30]=1. The catalyst class is: 9. (2) Reactant: [CH3:1][O:2][C:3]1[CH:8]=[C:7]([N+:9]([O-:11])=[O:10])[CH:6]=[CH:5][C:4]=1B1OC(C)(C)C(C)(C)O1.Br[C:22]1[S:23][CH:24]=[N:25][N:26]=1.C(=O)([O-])[O-].[Cs+].[Cs+].N#N. Product: [CH3:1][O:2][C:3]1[CH:8]=[C:7]([N+:9]([O-:11])=[O:10])[CH:6]=[CH:5][C:4]=1[C:22]1[S:23][CH:24]=[N:25][N:26]=1. The catalyst class is: 3. (3) Reactant: F[C:2]1[C:7]([CH3:8])=[CH:6][C:5]([N+:9]([O-:11])=[O:10])=[CH:4][C:3]=1[CH3:12].C(=O)([O-])[O-].[K+].[K+].[Br:19][C:20]1[C:21](=[O:26])[NH:22][CH:23]=[CH:24][CH:25]=1.Cl. Product: [Br:19][C:20]1[C:21](=[O:26])[N:22]([C:2]2[C:7]([CH3:8])=[CH:6][C:5]([N+:9]([O-:11])=[O:10])=[CH:4][C:3]=2[CH3:12])[CH:23]=[CH:24][CH:25]=1. The catalyst class is: 58. (4) Reactant: [Cl:1][C:2]1[CH:3]=[C:4]([C:9]2([C:23]([F:26])([F:25])[F:24])[O:13][N:12]=[C:11]([C:14]3[CH:21]=[CH:20][C:17]([CH:18]=[O:19])=[C:16]([CH3:22])[CH:15]=3)[CH2:10]2)[CH:5]=[C:6]([Cl:8])[CH:7]=1.[Cl-].[Li+].[CH3:29][Mg]Br. Product: [Cl:1][C:2]1[CH:3]=[C:4]([C:9]2([C:23]([F:24])([F:26])[F:25])[O:13][N:12]=[C:11]([C:14]3[CH:21]=[CH:20][C:17]([CH:18]([OH:19])[CH3:29])=[C:16]([CH3:22])[CH:15]=3)[CH2:10]2)[CH:5]=[C:6]([Cl:8])[CH:7]=1. The catalyst class is: 1. (5) Product: [Cl:1][CH2:2][C:3]1[CH:8]=[CH:7][CH:6]=[CH:5][C:4]=1[CH2:9][C:10]([O:12][CH3:13])=[O:11]. The catalyst class is: 2. Reactant: [Cl:1][CH2:2][C:3]1[CH:8]=[CH:7][CH:6]=[CH:5][C:4]=1[CH2:9][C:10]([OH:12])=[O:11].[CH3:13]N(C=O)C.C(Cl)(=O)C(Cl)=O.CO.CCN(C(C)C)C(C)C. (6) The catalyst class is: 8. Reactant: N1C=CN=C1.[Cl:6][C:7]1[CH:8]=[C:9]2[C:14](=[CH:15][C:16]=1[O:17]C(=O)C)[O:13][CH2:12][CH:11]([C:21]1[CH:26]=[CH:25][C:24]([O:27]C(=O)C)=[CH:23][CH:22]=1)[C:10]2=[O:31]. Product: [Cl:6][C:7]1[CH:8]=[C:9]2[C:14](=[CH:15][C:16]=1[OH:17])[O:13][CH2:12][CH:11]([C:21]1[CH:26]=[CH:25][C:24]([OH:27])=[CH:23][CH:22]=1)[C:10]2=[O:31]. (7) Reactant: [CH2:1]([N:8]1[CH:12]=[N:11][N:10]=[N:9]1)[C:2]1[CH:7]=[CH:6][CH:5]=[CH:4][CH:3]=1.[OH-].[Na+].[Br:15]Br. Product: [CH2:1]([N:8]1[C:12]([Br:15])=[N:11][N:10]=[N:9]1)[C:2]1[CH:3]=[CH:4][CH:5]=[CH:6][CH:7]=1. The catalyst class is: 11. (8) Reactant: [CH3:1][C:2]([CH3:22])([CH3:21])[CH2:3][C:4]1[N:9]=[C:8]([CH2:10]O)[CH:7]=[CH:6][C:5]=1[C:12]1[CH:17]=[C:16]([O:18][CH3:19])[CH:15]=[CH:14][C:13]=1[F:20].C(N(CC)CC)C.CS([Cl:34])(=O)=O. Product: [Cl:34][CH2:10][C:8]1[N:9]=[C:4]([CH2:3][C:2]([CH3:22])([CH3:21])[CH3:1])[C:5]([C:12]2[CH:17]=[C:16]([O:18][CH3:19])[CH:15]=[CH:14][C:13]=2[F:20])=[CH:6][CH:7]=1. The catalyst class is: 4. (9) Reactant: [CH3:1][O:2][C:3]1[C:8]2[N:9]=[C:10]([C:12]([F:15])([F:14])[F:13])[S:11][C:7]=2[CH:6]=[CH:5][CH:4]=1.[Br:16]Br. Product: [Br:16][C:6]1[C:7]2[S:11][C:10]([C:12]([F:15])([F:13])[F:14])=[N:9][C:8]=2[C:3]([O:2][CH3:1])=[CH:4][CH:5]=1. The catalyst class is: 15. (10) Reactant: Cl.Cl.[NH2:3][CH2:4][C@@H:5]([C:7]1[CH:8]=[N:9][CH:10]=[CH:11][CH:12]=1)[OH:6].[Br:13][C:14]1[CH:19]=[CH:18][C:17]([CH2:20][CH2:21][C:22](O)=[O:23])=[CH:16][CH:15]=1.Cl.CN(C)CCCN=C=NCC.O.ON1C2C=CC=CC=2N=N1.[OH-].[Na+]. Product: [Br:13][C:14]1[CH:15]=[CH:16][C:17]([CH2:20][CH2:21][C:22]([NH:3][CH2:4][C@H:5]([OH:6])[C:7]2[CH:8]=[N:9][CH:10]=[CH:11][CH:12]=2)=[O:23])=[CH:18][CH:19]=1. The catalyst class is: 681.